This data is from Reaction yield outcomes from USPTO patents with 853,638 reactions. The task is: Predict the reaction yield, written as a fraction of the theoretical maximum amount of product (1.0 means a 100% yield; for example, 0.34 means a 34% yield). (1) The reactants are [CH2:1]([S:4][C:5]1[N:10]=[C:9]([OH:11])[CH:8]=[C:7]([OH:12])[N:6]=1)[CH2:2][CH3:3].O.[N+:14]([O-])([OH:16])=[O:15]. No catalyst specified. The product is [N+:14]([C:8]1[C:7]([OH:12])=[N:6][C:5]([S:4][CH2:1][CH2:2][CH3:3])=[N:10][C:9]=1[OH:11])([O-:16])=[O:15]. The yield is 0.480. (2) The product is [Cl:1][C:2]1[CH:7]=[CH:6][C:5]([C:8]([N:10]2[CH2:11][CH2:12][C:13]([CH2:22][CH2:23][N:24]3[CH:29]4[CH2:30][CH2:31][CH:25]3[CH2:26][CH:27]([N:32]3[C:36]5[CH:37]=[CH:38][CH:39]=[CH:40][C:35]=5[N:34]=[C:33]3[CH3:41])[CH2:28]4)([C:16]3[CH:17]=[CH:18][CH:19]=[CH:20][CH:21]=3)[CH2:14][CH2:15]2)=[O:9])=[CH:4][C:3]=1[S:42]([NH:45][C:46](=[O:50])[CH:47]([CH3:49])[CH3:48])(=[O:43])=[O:44]. The reactants are [Cl:1][C:2]1[CH:7]=[CH:6][C:5]([C:8]([N:10]2[CH2:15][CH2:14][C:13]([CH2:22][CH2:23][N:24]3[CH:29]4[CH2:30][CH2:31][CH:25]3[CH2:26][CH:27]([N:32]3[C:36]5[CH:37]=[CH:38][CH:39]=[CH:40][C:35]=5[N:34]=[C:33]3[CH3:41])[CH2:28]4)([C:16]3[CH:21]=[CH:20][CH:19]=[CH:18][CH:17]=3)[CH2:12][CH2:11]2)=[O:9])=[CH:4][C:3]=1[S:42]([NH2:45])(=[O:44])=[O:43].[C:46](Cl)(=[O:50])[CH:47]([CH3:49])[CH3:48]. No catalyst specified. The yield is 0.800. (3) The reactants are C[Mg]Br.[NH2:4][C:5]1[C:10]2=[CH:11][C:12]([CH:14]=[O:15])=[CH:13][N:9]2[N:8]=[CH:7][N:6]=1.[CH3:16]O.[NH4+].[Cl-]. The product is [NH2:4][C:5]1[C:10]2=[CH:11][C:12]([CH:14]([OH:15])[CH3:16])=[CH:13][N:9]2[N:8]=[CH:7][N:6]=1. The yield is 0.560. The catalyst is C(OCC)C.C1COCC1.CCOC(C)=O. (4) The reactants are [CH2:1]([C:3]1[O:7][N:6]=[C:5]([C:8]2[S:12][C:11]([NH:13]C(=O)CC)=[N:10][C:9]=2[C:18]2[CH:23]=[CH:22][CH:21]=[CH:20][CH:19]=2)[N:4]=1)[CH3:2].Cl.C([O-])(O)=O.[Na+]. The catalyst is CO. The product is [CH2:1]([C:3]1[O:7][N:6]=[C:5]([C:8]2[S:12][C:11]([NH2:13])=[N:10][C:9]=2[C:18]2[CH:23]=[CH:22][CH:21]=[CH:20][CH:19]=2)[N:4]=1)[CH3:2]. The yield is 0.910. (5) The reactants are Br[CH2:2][C:3]1[CH:8]=[CH:7][C:6]([Cl:9])=[C:5]([O:10][CH3:11])[CH:4]=1.[C-:12]#[N:13].[Na+]. The catalyst is C(O)C. The product is [Cl:9][C:6]1[CH:7]=[CH:8][C:3]([CH2:2][C:12]#[N:13])=[CH:4][C:5]=1[O:10][CH3:11]. The yield is 0.480. (6) The reactants are [CH3:1][Mg+].[Br-].CON(C)[C:7]([C:9]1[C:14]([O:15][CH3:16])=[CH:13][C:12](=[O:17])[N:11]([C:18]2[CH:23]=[CH:22][CH:21]=[C:20]([C:24]([F:27])([F:26])[F:25])[CH:19]=2)[N:10]=1)=[O:8]. The catalyst is C1COCC1. The product is [C:7]([C:9]1[C:14]([O:15][CH3:16])=[CH:13][C:12](=[O:17])[N:11]([C:18]2[CH:23]=[CH:22][CH:21]=[C:20]([C:24]([F:26])([F:27])[F:25])[CH:19]=2)[N:10]=1)(=[O:8])[CH3:1]. The yield is 0.450.